Binary Classification. Given a drug SMILES string, predict its activity (active/inactive) in a high-throughput screening assay against a specified biological target. From a dataset of Cav3 T-type calcium channel HTS with 100,875 compounds. The compound is Fc1cc(CCN2C(C(CC)C)CN=C2N)ccc1. The result is 0 (inactive).